This data is from NCI-60 drug combinations with 297,098 pairs across 59 cell lines. The task is: Regression. Given two drug SMILES strings and cell line genomic features, predict the synergy score measuring deviation from expected non-interaction effect. (1) Drug 1: CNC(=O)C1=NC=CC(=C1)OC2=CC=C(C=C2)NC(=O)NC3=CC(=C(C=C3)Cl)C(F)(F)F. Drug 2: C1CC(=O)NC(=O)C1N2C(=O)C3=CC=CC=C3C2=O. Cell line: EKVX. Synergy scores: CSS=-0.0400, Synergy_ZIP=1.42, Synergy_Bliss=3.02, Synergy_Loewe=1.13, Synergy_HSA=1.33. (2) Drug 1: CS(=O)(=O)C1=CC(=C(C=C1)C(=O)NC2=CC(=C(C=C2)Cl)C3=CC=CC=N3)Cl. Drug 2: CCC1=CC2CC(C3=C(CN(C2)C1)C4=CC=CC=C4N3)(C5=C(C=C6C(=C5)C78CCN9C7C(C=CC9)(C(C(C8N6C)(C(=O)OC)O)OC(=O)C)CC)OC)C(=O)OC.C(C(C(=O)O)O)(C(=O)O)O. Cell line: SK-OV-3. Synergy scores: CSS=49.7, Synergy_ZIP=10.5, Synergy_Bliss=10.4, Synergy_Loewe=-31.9, Synergy_HSA=10.7. (3) Drug 1: CC12CCC(CC1=CCC3C2CCC4(C3CC=C4C5=CN=CC=C5)C)O. Drug 2: C1C(C(OC1N2C=NC3=C2NC=NCC3O)CO)O. Cell line: NCIH23. Synergy scores: CSS=9.43, Synergy_ZIP=-0.0462, Synergy_Bliss=5.88, Synergy_Loewe=4.98, Synergy_HSA=5.06. (4) Drug 1: CC1C(C(CC(O1)OC2CC(CC3=C2C(=C4C(=C3O)C(=O)C5=C(C4=O)C(=CC=C5)OC)O)(C(=O)C)O)N)O.Cl. Drug 2: CCC1(CC2CC(C3=C(CCN(C2)C1)C4=CC=CC=C4N3)(C5=C(C=C6C(=C5)C78CCN9C7C(C=CC9)(C(C(C8N6C=O)(C(=O)OC)O)OC(=O)C)CC)OC)C(=O)OC)O.OS(=O)(=O)O. Cell line: HOP-92. Synergy scores: CSS=26.0, Synergy_ZIP=-1.36, Synergy_Bliss=3.03, Synergy_Loewe=-16.1, Synergy_HSA=6.46. (5) Drug 1: C1=NC(=NC(=O)N1C2C(C(C(O2)CO)O)O)N. Drug 2: CC1=C(C(=O)C2=C(C1=O)N3CC4C(C3(C2COC(=O)N)OC)N4)N. Cell line: HL-60(TB). Synergy scores: CSS=98.4, Synergy_ZIP=-1.21, Synergy_Bliss=-0.954, Synergy_Loewe=0.501, Synergy_HSA=2.76. (6) Drug 1: CC1CCC2CC(C(=CC=CC=CC(CC(C(=O)C(C(C(=CC(C(=O)CC(OC(=O)C3CCCCN3C(=O)C(=O)C1(O2)O)C(C)CC4CCC(C(C4)OC)OCCO)C)C)O)OC)C)C)C)OC. Drug 2: CN(CC1=CN=C2C(=N1)C(=NC(=N2)N)N)C3=CC=C(C=C3)C(=O)NC(CCC(=O)O)C(=O)O. Cell line: KM12. Synergy scores: CSS=7.82, Synergy_ZIP=1.30, Synergy_Bliss=3.22, Synergy_Loewe=-21.3, Synergy_HSA=-3.49. (7) Drug 1: CN(CC1=CN=C2C(=N1)C(=NC(=N2)N)N)C3=CC=C(C=C3)C(=O)NC(CCC(=O)O)C(=O)O. Drug 2: COCCOC1=C(C=C2C(=C1)C(=NC=N2)NC3=CC=CC(=C3)C#C)OCCOC.Cl. Cell line: SK-MEL-5. Synergy scores: CSS=48.3, Synergy_ZIP=-1.23, Synergy_Bliss=-0.531, Synergy_Loewe=-3.92, Synergy_HSA=3.14. (8) Drug 1: CC1=C(C=C(C=C1)NC2=NC=CC(=N2)N(C)C3=CC4=NN(C(=C4C=C3)C)C)S(=O)(=O)N.Cl. Drug 2: CN(CCCl)CCCl.Cl. Cell line: SK-OV-3. Synergy scores: CSS=-5.62, Synergy_ZIP=1.08, Synergy_Bliss=-3.63, Synergy_Loewe=-6.99, Synergy_HSA=-5.95. (9) Drug 1: C1=CC(=CC=C1C#N)C(C2=CC=C(C=C2)C#N)N3C=NC=N3. Drug 2: C1C(C(OC1N2C=NC3=C(N=C(N=C32)Cl)N)CO)O. Cell line: HCT116. Synergy scores: CSS=30.3, Synergy_ZIP=2.68, Synergy_Bliss=0.509, Synergy_Loewe=-28.8, Synergy_HSA=-8.20.